From a dataset of Forward reaction prediction with 1.9M reactions from USPTO patents (1976-2016). Predict the product of the given reaction. (1) Given the reactants [Cl:1][C:2]1[CH:3]=[C:4]([CH:7]=[CH:8][C:9]=1[F:10])[CH:5]=O.FC1C=C2C(=CC=1)C=[N:17][CH:16]=[CH:15]2, predict the reaction product. The product is: [Cl:1][C:2]1[CH:3]=[C:4]2[C:7]([CH:15]=[CH:16][N:17]=[CH:5]2)=[CH:8][C:9]=1[F:10]. (2) Given the reactants [Cl:1][C:2]1[C:3]([NH:15][CH:16]2[CH2:30][CH:19]3[CH2:20][N:21](C(OC(C)(C)C)=O)[CH2:22][CH:18]3[CH2:17]2)=[N:4][C:5]([NH:8][C:9]2[N:10]=[CH:11][N:12]([CH3:14])[CH:13]=2)=[N:6][CH:7]=1.Cl.CCOC(C)=O, predict the reaction product. The product is: [Cl:1][C:2]1[C:3]([NH:15][CH:16]2[CH2:30][CH:19]3[CH2:20][NH:21][CH2:22][CH:18]3[CH2:17]2)=[N:4][C:5]([NH:8][C:9]2[N:10]=[CH:11][N:12]([CH3:14])[CH:13]=2)=[N:6][CH:7]=1. (3) The product is: [ClH:7].[CH3:8][O:9][C:10]1[CH:11]=[C:12]([CH2:18][CH2:19][NH:20][C:21]2[N:26]=[C:25]([C:27]3[CH:28]=[C:29]([NH:33][C:34](=[O:40])[CH2:35][CH2:36][N:37]([CH3:38])[CH3:39])[CH:30]=[CH:31][CH:32]=3)[CH:24]=[CH:23][N:22]=2)[CH:13]=[CH:14][C:15]=1[O:16][CH3:17]. Given the reactants C(OCC)(=O)C.[ClH:7].[CH3:8][O:9][C:10]1[CH:11]=[C:12]([CH2:18][CH2:19][NH:20][C:21]2[N:26]=[C:25]([C:27]3[CH:28]=[C:29]([NH:33][C:34](=[O:40])[CH2:35][CH2:36][N:37]([CH3:39])[CH3:38])[CH:30]=[CH:31][CH:32]=3)[CH:24]=[CH:23][N:22]=2)[CH:13]=[CH:14][C:15]=1[O:16][CH3:17], predict the reaction product. (4) Given the reactants [CH3:1][C:2]1[CH:7]=[CH:6][C:5]([C:8]2[N:12]=[C:11]([CH:13]3[CH2:16][C:15]4([CH2:19][C:18](=[O:20])[CH2:17]4)[CH2:14]3)[O:10][N:9]=2)=[CH:4][C:3]=1[NH:21][C:22]([C:24]1[N:28]2[CH:29]=[CH:30][CH:31]=[CH:32][C:27]2=[N:26][CH:25]=1)=[O:23].[BH4-].[Na+], predict the reaction product. The product is: [OH:20][CH:18]1[CH2:19][C:15]2([CH2:14][CH:13]([C:11]3[O:10][N:9]=[C:8]([C:5]4[CH:6]=[CH:7][C:2]([CH3:1])=[C:3]([NH:21][C:22]([C:24]5[N:28]6[CH:29]=[CH:30][CH:31]=[CH:32][C:27]6=[N:26][CH:25]=5)=[O:23])[CH:4]=4)[N:12]=3)[CH2:16]2)[CH2:17]1.